The task is: Predict the reactants needed to synthesize the given product.. This data is from Full USPTO retrosynthesis dataset with 1.9M reactions from patents (1976-2016). (1) Given the product [CH2:1]([C:3]1[CH:8]=[C:7]([CH3:9])[CH:6]=[C:5]([CH2:10][CH3:11])[C:4]=1[C:12](=[O:21])[C:13]([N:15]([CH3:20])[NH2:16])=[O:14])[CH3:2], predict the reactants needed to synthesize it. The reactants are: [CH2:1]([C:3]1[CH:8]=[C:7]([CH3:9])[CH:6]=[C:5]([CH2:10][CH3:11])[C:4]=1[C:12](=[O:21])[C:13]([N:15]([CH3:20])[N:16]=C(C)C)=[O:14])[CH3:2].Cl. (2) The reactants are: [CH3:1][N:2]([CH2:13][C:14]1[N:18]([CH2:19][C@@H:20]2[CH2:25][CH2:24][CH2:23][N:22](C(OC(C)(C)C)=O)[CH2:21]2)[C:17]2[CH:33]=[CH:34][CH:35]=[CH:36][C:16]=2[N:15]=1)[C@@H:3]1[C:12]2[N:11]=[CH:10][CH:9]=[CH:8][C:7]=2[CH2:6][CH2:5][CH2:4]1.CN(CC1N(C[C@H]2CCCNC2)C2C=CC=CC=2N=1)[C@@H]1C2N=CC=CC=2CCC1. Given the product [CH3:1][N:2]([CH2:13][C:14]1[N:18]([CH2:19][C@@H:20]2[CH2:25][CH2:24][CH2:23][NH:22][CH2:21]2)[C:17]2[CH:33]=[CH:34][CH:35]=[CH:36][C:16]=2[N:15]=1)[C@@H:3]1[C:12]2[N:11]=[CH:10][CH:9]=[CH:8][C:7]=2[CH2:6][CH2:5][CH2:4]1, predict the reactants needed to synthesize it. (3) Given the product [C:1]([N:4]1[CH2:9][CH2:8][N:7]2[N:10]=[C:11]([NH:13][C:14]3[C:15](=[O:22])[N:16]([CH3:21])[CH:17]=[C:18]([B:23]4[O:27][C:26]([CH3:29])([CH3:28])[C:25]([CH3:31])([CH3:30])[O:24]4)[CH:19]=3)[CH:12]=[C:6]2[CH2:5]1)(=[O:3])[CH3:2], predict the reactants needed to synthesize it. The reactants are: [C:1]([N:4]1[CH2:9][CH2:8][N:7]2[N:10]=[C:11]([NH:13][C:14]3[C:15](=[O:22])[N:16]([CH3:21])[CH:17]=[C:18](Br)[CH:19]=3)[CH:12]=[C:6]2[CH2:5]1)(=[O:3])[CH3:2].[B:23]1([B:23]2[O:27][C:26]([CH3:29])([CH3:28])[C:25]([CH3:31])([CH3:30])[O:24]2)[O:27][C:26]([CH3:29])([CH3:28])[C:25]([CH3:31])([CH3:30])[O:24]1.CC(C1C=C(C(C)C)C(C2C=CC=CC=2P(C2CCCCC2)C2CCCCC2)=C(C(C)C)C=1)C.C(O[K])(C)=O. (4) The reactants are: Cl[C:2]1[C:11]2[C:6](=[CH:7][CH:8]=[C:9]([O:12][CH3:13])[CH:10]=2)[CH:5]=[C:4]([NH:14][C:15]2[CH:19]=[C:18]([CH3:20])[NH:17][N:16]=2)[N:3]=1.[F:21][C:22]1[CH:27]=[CH:26][CH:25]=[CH:24][C:23]=1B(O)O. Given the product [F:21][C:22]1[CH:27]=[CH:26][CH:25]=[CH:24][C:23]=1[C:2]1[C:11]2[C:6](=[CH:7][CH:8]=[C:9]([O:12][CH3:13])[CH:10]=2)[CH:5]=[C:4]([NH:14][C:15]2[CH:19]=[C:18]([CH3:20])[NH:17][N:16]=2)[N:3]=1, predict the reactants needed to synthesize it. (5) Given the product [CH3:20][O:21][C:22](=[O:29])[C@H:23]([CH2:25][CH2:26][S:27][CH3:28])[NH:24][C:8](=[O:10])[C:7]1[CH:11]=[CH:12][C:4]([N+:1]([O-:3])=[O:2])=[CH:5][C:6]=1[C:13]1[CH:18]=[CH:17][CH:16]=[CH:15][C:14]=1[CH3:19], predict the reactants needed to synthesize it. The reactants are: [N+:1]([C:4]1[CH:12]=[CH:11][C:7]([C:8]([OH:10])=O)=[C:6]([C:13]2[CH:18]=[CH:17][CH:16]=[CH:15][C:14]=2[CH3:19])[CH:5]=1)([O-:3])=[O:2].[CH3:20][O:21][C:22](=[O:29])[C@H:23]([CH2:25][CH2:26][S:27][CH3:28])[NH2:24].Cl.C(N=C=NCCCN(C)C)C.ON1C(=O)C2C=CC=CC=2N=N1.